Dataset: Reaction yield outcomes from USPTO patents with 853,638 reactions. Task: Predict the reaction yield, written as a fraction of the theoretical maximum amount of product (1.0 means a 100% yield; for example, 0.34 means a 34% yield). (1) The reactants are [OH:1][C@H:2]1[CH2:7][CH2:6][C@H:5]([N:8]2[C:13](=[O:14])[C:12]([CH2:15][C:16]3[CH:21]=[CH:20][C:19]([C:22]4[C:23]([C:28]#[N:29])=[CH:24][CH:25]=[CH:26][CH:27]=4)=[CH:18][CH:17]=3)=[C:11]([CH2:30][CH2:31][CH3:32])[N:10]3[N:33]=[C:34]([CH3:36])[N:35]=[C:9]23)[CH2:4][CH2:3]1.[N+](=[CH:39][C:40]([O:42][CH2:43][CH3:44])=[O:41])=[N-].O. The catalyst is C1(C)C=CC=CC=1.C([O-])(=O)C.[Rh+2].C([O-])(=O)C. The product is [CH2:43]([O:42][C:40](=[O:41])[CH2:39][O:1][C@H:2]1[CH2:7][CH2:6][C@H:5]([N:8]2[C:13](=[O:14])[C:12]([CH2:15][C:16]3[CH:21]=[CH:20][C:19]([C:22]4[CH:27]=[CH:26][CH:25]=[CH:24][C:23]=4[C:28]#[N:29])=[CH:18][CH:17]=3)=[C:11]([CH2:30][CH2:31][CH3:32])[N:10]3[N:33]=[C:34]([CH3:36])[N:35]=[C:9]23)[CH2:4][CH2:3]1)[CH3:44]. The yield is 0.560. (2) The reactants are O[C@H:2]1[CH2:7][CH2:6][C@H:5]([CH2:8][C@H:9]([NH:23][C:24](=[O:30])[O:25][C:26]([CH3:29])([CH3:28])[CH3:27])[CH2:10][N:11]([C:13]([O:15][CH2:16][C:17]2[CH:22]=[CH:21][CH:20]=[CH:19][CH:18]=2)=[O:14])[CH3:12])[CH2:4][CH2:3]1.CCN(CC)CC.[F:38]C(F)(S(F)(=O)=O)C(F)(F)C(F)(F)C(F)(F)F.C1COCC1. No catalyst specified. The product is [F:38][C@H:2]1[CH2:7][CH2:6][C@H:5]([CH2:8][C@H:9]([NH:23][C:24](=[O:30])[O:25][C:26]([CH3:29])([CH3:28])[CH3:27])[CH2:10][N:11]([C:13]([O:15][CH2:16][C:17]2[CH:22]=[CH:21][CH:20]=[CH:19][CH:18]=2)=[O:14])[CH3:12])[CH2:4][CH2:3]1. The yield is 0.400. (3) The reactants are [NH2:1][C:2]1[C:7]2[C:8]([C:11]3[CH:16]=[CH:15][C:14]([NH:17][C:18]([C:20]4[N:21]([CH3:29])[C:22]5[C:27]([CH:28]=4)=[CH:26][CH:25]=[CH:24][CH:23]=5)=[O:19])=[C:13]([O:30][CH3:31])[CH:12]=3)=[CH:9][S:10][C:6]=2[C:5](/[CH:32]=[CH:33]/[CH2:34][CH2:35][N:36]2[CH2:41][CH2:40][CH:39]([CH2:42][NH:43]C(=O)OC(C)(C)C)[CH2:38][CH2:37]2)=[CH:4][N:3]=1.CC[NH+](CC)CC.CC[NH+](CC)CC.C([O-])([O-])=O. The catalyst is ClCCl. The product is [NH2:1][C:2]1[C:7]2[C:8]([C:11]3[CH:16]=[CH:15][C:14]([NH:17][C:18]([C:20]4[N:21]([CH3:29])[C:22]5[C:27]([CH:28]=4)=[CH:26][CH:25]=[CH:24][CH:23]=5)=[O:19])=[C:13]([O:30][CH3:31])[CH:12]=3)=[CH:9][S:10][C:6]=2[C:5](/[CH:32]=[CH:33]/[CH2:34][CH2:35][N:36]2[CH2:37][CH2:38][CH:39]([CH2:42][NH2:43])[CH2:40][CH2:41]2)=[CH:4][N:3]=1. The yield is 0.290. (4) The reactants are Br[C:2]1[CH:3]=[CH:4][C:5]([F:20])=[C:6]([C:8]([NH:12][C:13](=[O:19])[O:14][C:15]([CH3:18])([CH3:17])[CH3:16])([CH3:11])[CH2:9][OH:10])[CH:7]=1.[N-:21]=[N+]=[N-].[Na+].C([O-])([O-])=O.[Na+].[Na+].CNCCNC. The catalyst is [Cu]I.CS(C)=O. The product is [NH2:21][C:2]1[CH:3]=[CH:4][C:5]([F:20])=[C:6]([C@:8]([NH:12][C:13](=[O:19])[O:14][C:15]([CH3:18])([CH3:17])[CH3:16])([CH3:11])[CH2:9][OH:10])[CH:7]=1. The yield is 0.490. (5) The reactants are [C:1]1(C2C=CC=CC=2)[C:2]([C:7]([C:9]2[O:10][C:11]3[CH:21]=[CH:20][CH:19]=[CH:18][C:12]=3[C:13]=2[CH2:14][C:15]([OH:17])=[O:16])=O)=[CH:3][CH:4]=[CH:5][CH:6]=1.[BH4-].[Na+].C([SiH]([CH2:35][CH3:36])CC)C.C(O)(C(F)(F)F)=O.[CH2:44]1[CH2:48]O[CH2:46][CH2:45]1. The catalyst is C(Cl)Cl.Cl. The product is [C:5]1([C:36]2[CH:35]=[CH:46][CH:45]=[CH:44][CH:48]=2)[CH:4]=[CH:3][C:2]([CH2:7][C:9]2[O:10][C:11]3[CH:21]=[CH:20][CH:19]=[CH:18][C:12]=3[C:13]=2[CH2:14][C:15]([OH:17])=[O:16])=[CH:1][CH:6]=1. The yield is 0.663.